Predict the reaction yield, written as a fraction of the theoretical maximum amount of product (1.0 means a 100% yield; for example, 0.34 means a 34% yield). From a dataset of Reaction yield outcomes from USPTO patents with 853,638 reactions. (1) The reactants are CC1(C)[O:7][CH2:6][CH:5]([N:8]2[C:13](=[O:14])[CH:12]=[N:11][C:10]3[CH:15]=[CH:16][C:17]([O:19][CH3:20])=[N:18][C:9]2=3)[CH2:4][O:3]1.Cl. The yield is 0.910. The catalyst is O1CCCC1. The product is [OH:3][CH2:4][CH:5]([N:8]1[C:13](=[O:14])[CH:12]=[N:11][C:10]2[CH:15]=[CH:16][C:17]([O:19][CH3:20])=[N:18][C:9]1=2)[CH2:6][OH:7]. (2) The reactants are C[C:2]1[CH:3]=[C:4]([C:13](OC)=[O:14])[S:5][C:6]=1C1N(C)N=CC=1.[NH2:17][C@@H:18]([CH2:31][C:32]1[CH:37]=[CH:36][CH:35]=[CH:34][C:33]=1[C:38]([F:41])([F:40])[F:39])[CH2:19][N:20]1[C:28](=[O:29])[C:27]2[C:22](=[CH:23][CH:24]=[CH:25][CH:26]=2)[C:21]1=[O:30].C([N:45]([CH:48]([CH3:50])[CH3:49])[CH2:46]C)(C)C.F[P-](F)(F)(F)(F)F.Br[P+](N1CCCC1)(N1CCCC1)[N:60]1CCC[CH2:61]1.[CH2:75](Cl)Cl. No catalyst specified. The product is [CH3:46][N:45]1[C:48]([C:49]2[CH:3]=[C:4]([C:13]([NH:17][C@@H:18]([CH2:31][C:32]3[CH:37]=[CH:36][CH:35]=[CH:34][C:33]=3[C:38]([F:41])([F:39])[F:40])[CH2:19][N:20]3[C:28](=[O:29])[C:27]4[C:22](=[CH:23][CH:24]=[CH:25][CH:26]=4)[C:21]3=[O:30])=[O:14])[S:5][C:6]=2[CH3:2])=[C:50]([CH3:75])[CH:61]=[N:60]1. The yield is 0.717. (3) The reactants are Cl[CH2:2][C:3]([CH2:12]Cl)=[CH:4][C:5]([O:7][C:8]([CH3:11])([CH3:10])[CH3:9])=[O:6].C(=O)([O-])[O-].[K+].[K+].Cl.Cl.[CH2:22]([NH:24][NH:25][CH2:26][CH3:27])[CH3:23].[I-].[K+]. The catalyst is C(#N)C. The product is [CH2:22]([N:24]1[CH2:12][C:3](=[CH:4][C:5]([O:7][C:8]([CH3:11])([CH3:10])[CH3:9])=[O:6])[CH2:2][N:25]1[CH2:26][CH3:27])[CH3:23]. The yield is 0.820. (4) The yield is 0.300. The reactants are [F:1][C:2]([F:30])([F:29])[S:3]([NH:6][CH2:7][C:8]1[S:9][C:10]([C:13]2[CH:18]=[CH:17][C:16]([NH:19][S:20]([C:23]3[CH:28]=[CH:27][CH:26]=[CH:25][CH:24]=3)(=[O:22])=[O:21])=[CH:15][CH:14]=2)=[CH:11][N:12]=1)(=[O:5])=[O:4].NC1C=CC(C2SC(CNS(C(F)(F)F)(=O)=O)=NC=2)=CC=1.C1(S(Cl)(=O)=O)CCCCC1. The product is [F:29][C:2]([F:1])([F:30])[S:3]([NH:6][CH2:7][C:8]1[S:9][C:10]([C:13]2[CH:18]=[CH:17][C:16]([NH:19][S:20]([CH:23]3[CH2:28][CH2:27][CH2:26][CH2:25][CH2:24]3)(=[O:21])=[O:22])=[CH:15][CH:14]=2)=[CH:11][N:12]=1)(=[O:4])=[O:5]. No catalyst specified.